Predict the reactants needed to synthesize the given product. From a dataset of Retrosynthesis with 50K atom-mapped reactions and 10 reaction types from USPTO. (1) Given the product COC(=O)CC1CCn2c1cc1c(C(C)C)cc(F)cc12, predict the reactants needed to synthesize it. The reactants are: C=C(C)c1cc(F)cc2c1cc1n2CCC1CC(=O)OC. (2) Given the product CC(C)C(c1ccc(N)c([N+](=O)[O-])c1)n1cncn1, predict the reactants needed to synthesize it. The reactants are: CC(=O)Nc1ccc(C(C(C)C)n2cncn2)cc1[N+](=O)[O-].